Task: Regression/Classification. Given a drug SMILES string, predict its absorption, distribution, metabolism, or excretion properties. Task type varies by dataset: regression for continuous measurements (e.g., permeability, clearance, half-life) or binary classification for categorical outcomes (e.g., BBB penetration, CYP inhibition). Dataset: cyp2d6_veith.. Dataset: CYP2D6 inhibition data for predicting drug metabolism from PubChem BioAssay (1) The compound is COc1cc2c(c(O)c1OC)C(=O)C(OC)CCC2. The result is 0 (non-inhibitor). (2) The drug is Cc1ccc(CS(=O)(=O)CCC(=O)NCCCN2CCCC2=O)cc1. The result is 0 (non-inhibitor). (3) The compound is CC(=O)O[C@H]1CC[C@@]2(C)C(=C[C@@H]([C@@H]3C=C4C[C@H](OC(C)=O)CC[C@@]4(C)C4=C3[C@H]3C[C@H]5O[C@@]6(CC[C@H](C)CO6)[C@H](C)[C@@H]5[C@]3(C)CC4)C3=C2CC[C@@]2(C)[C@@H]3C[C@@H]3O[C@@]4(CC[C@H](C)CO4)[C@@H](C)[C@@H]32)C1. The result is 0 (non-inhibitor).